This data is from Full USPTO retrosynthesis dataset with 1.9M reactions from patents (1976-2016). The task is: Predict the reactants needed to synthesize the given product. (1) Given the product [CH3:11][CH:5]1[C:4]2[C:8](=[CH:9][CH:10]=[C:2]([C:16]3[CH:15]=[N:14][N:13]([CH3:12])[CH:17]=3)[CH:3]=2)[NH:7][CH2:6]1, predict the reactants needed to synthesize it. The reactants are: Br[C:2]1[CH:3]=[C:4]2[C:8](=[CH:9][CH:10]=1)[NH:7][CH2:6][CH:5]2[CH3:11].[CH3:12][N:13]1[CH:17]=[C:16](B2OC(C)(C)C(C)(C)O2)[CH:15]=[N:14]1.C([O-])([O-])=O.[K+].[K+].O. (2) Given the product [Cl:1][C:2]1[CH:3]=[C:4]2[CH:10]=[C:9]([CH2:11][N:12]3[C:16]4=[CH:17][N:18]=[CH:19][CH:20]=[C:15]4[C:14]4([CH2:22][CH2:21]4)[C:13]3=[O:23])[N:8]([CH:26]3[CH2:27][CH2:28][S:24](=[O:30])(=[O:29])[CH2:25]3)[C:5]2=[N:6][CH:7]=1, predict the reactants needed to synthesize it. The reactants are: [Cl:1][C:2]1[CH:3]=[C:4]2[CH:10]=[C:9]([CH2:11][N:12]3[C:16]4=[CH:17][N:18]=[CH:19][CH:20]=[C:15]4[C:14]4([CH2:22][CH2:21]4)[C:13]3=[O:23])[NH:8][C:5]2=[N:6][CH:7]=1.[S:24]1(=[O:30])(=[O:29])[CH2:28][CH:27]=[CH:26][CH2:25]1.C(=O)([O-])[O-].[Cs+].[Cs+]. (3) Given the product [CH3:9][C:10]1[CH:15]=[CH:14][C:13]([CH3:16])=[CH:12][C:11]=1[C:6]1[CH:5]=[CH:4][N:3]=[C:2]([NH:26][C:27]2[CH:28]=[C:29]([OH:33])[CH:30]=[CH:31][CH:32]=2)[N:7]=1, predict the reactants needed to synthesize it. The reactants are: Cl[C:2]1[N:7]=[C:6](Cl)[CH:5]=[CH:4][N:3]=1.[CH3:9][C:10]1[CH:15]=[CH:14][C:13]([CH3:16])=[CH:12][C:11]=1B(O)O.C(=O)([O-])[O-].[Cs+].[Cs+].[NH2:26][C:27]1[CH:28]=[C:29]([OH:33])[CH:30]=[CH:31][CH:32]=1.O.C1(C)C=CC(S(O)(=O)=O)=CC=1.